From a dataset of Forward reaction prediction with 1.9M reactions from USPTO patents (1976-2016). Predict the product of the given reaction. (1) Given the reactants [NH2:1][C:2]1[N:10]=[C:9]([C:11]#[C:12][CH:13]([OH:15])[CH3:14])[N:8]=[C:7]2[C:3]=1[N:4]=[CH:5][N:6]2[CH3:16].[H][H], predict the reaction product. The product is: [NH2:1][C:2]1[N:10]=[C:9]([CH2:11][CH2:12][CH:13]([OH:15])[CH3:14])[N:8]=[C:7]2[C:3]=1[N:4]=[CH:5][N:6]2[CH3:16]. (2) Given the reactants [Br:1][C:2]1[CH:9]=[C:8](F)[CH:7]=[CH:6][C:3]=1[C:4]#[N:5].[CH2:11]([O:18][CH2:19][C@H:20]([C:22]([NH2:24])=[O:23])[NH2:21])[C:12]1[CH:17]=[CH:16][CH:15]=[CH:14][CH:13]=1.CCN(C(C)C)C(C)C.O, predict the reaction product. The product is: [CH2:11]([O:18][CH2:19][C@@H:20]([NH:21][C:8]1[CH:7]=[CH:6][C:3]([C:4]#[N:5])=[C:2]([Br:1])[CH:9]=1)[C:22]([NH2:24])=[O:23])[C:12]1[CH:17]=[CH:16][CH:15]=[CH:14][CH:13]=1. (3) Given the reactants [N:1]1([C:7]2[CH:8]=[C:9]([CH:11]=[C:12]([N:14]3[CH2:19][CH2:18][O:17][CH2:16][CH2:15]3)[CH:13]=2)[NH2:10])[CH2:6][CH2:5][O:4][CH2:3][CH2:2]1.Cl[C:21]1[C:30]2[C:25](=[CH:26][C:27]([Cl:31])=[CH:28][CH:29]=2)[N:24]=[CH:23][CH:22]=1.C1C=CC(P(C2C=CC3C(=CC=CC=3)C=2C2C3C(=CC=CC=3)C=CC=2P(C2C=CC=CC=2)C2C=CC=CC=2)C2C=CC=CC=2)=CC=1.C([O-])([O-])=O.[Cs+].[Cs+], predict the reaction product. The product is: [N:1]1([C:7]2[CH:8]=[C:9]([NH:10][C:21]3[C:30]4[C:25](=[CH:26][C:27]([Cl:31])=[CH:28][CH:29]=4)[N:24]=[CH:23][CH:22]=3)[CH:11]=[C:12]([N:14]3[CH2:15][CH2:16][O:17][CH2:18][CH2:19]3)[CH:13]=2)[CH2:2][CH2:3][O:4][CH2:5][CH2:6]1.